From a dataset of Full USPTO retrosynthesis dataset with 1.9M reactions from patents (1976-2016). Predict the reactants needed to synthesize the given product. Given the product [OH:8][CH2:9][CH:10]([CH3:20])[CH2:11][CH2:12][CH2:13][C:14](=[O:16])[CH3:15], predict the reactants needed to synthesize it. The reactants are: [H-].[Al+3].[Li+].[H-].[H-].[H-].C[O:8][C:9](=O)[CH:10]([CH3:20])[CH2:11][CH2:12][CH2:13][C:14](OC)([O:16]C)[CH3:15].CO.